Dataset: Reaction yield outcomes from USPTO patents with 853,638 reactions. Task: Predict the reaction yield, written as a fraction of the theoretical maximum amount of product (1.0 means a 100% yield; for example, 0.34 means a 34% yield). (1) The reactants are [F:1][C:2]1[CH:19]=[CH:18][C:5](/[CH:6]=[N:7]/[C:8]2[CH:16]=[CH:15][CH:14]=[C:13]3[C:9]=2[CH2:10][O:11][C:12]3=[O:17])=[CH:4][CH:3]=1.[CH3:20][N:21]1[CH:25]=[N:24][N:23]=[C:22]1[CH:26]=O.[O-:28][CH2:29][CH3:30].[Na+].C(O)C. The catalyst is C(OCC)(=O)CC. The product is [F:1][C:2]1[CH:3]=[CH:4][C:5]([CH:6]2[CH:26]([C:22]3[N:21]([CH3:20])[CH:25]=[N:24][N:23]=3)[C:29](=[O:28])[C:30]3[C:13]([C:12]([O:11][CH2:10][CH3:9])=[O:17])=[CH:14][CH:15]=[CH:16][C:8]=3[NH:7]2)=[CH:18][CH:19]=1. The yield is 0.110. (2) The reactants are [OH:1][C:2]([C:5]1[CH:10]=[CH:9][C:8]([NH:11][C:12]2[N:16](COCC[Si](C)(C)C)[N:15]=[CH:14][C:13]=2[C:25]#[N:26])=[CH:7][CH:6]=1)([CH3:4])[CH3:3].[F-].C([N+](CCCC)(CCCC)CCCC)CCC.O. The catalyst is C(OCC)C. The product is [OH:1][C:2]([C:5]1[CH:6]=[CH:7][C:8]([NH:11][C:12]2[C:13]([C:25]#[N:26])=[CH:14][NH:15][N:16]=2)=[CH:9][CH:10]=1)([CH3:4])[CH3:3]. The yield is 0.470. (3) The reactants are [F:1][C:2]1[CH:3]=[CH:4][C:5]([C:8]2[C:12]([CH2:13][O:14][C:15]3[CH:16]=[CH:17][C:18]([C:21]([OH:23])=O)=[N:19][CH:20]=3)=[C:11]([CH3:24])[O:10][N:9]=2)=[N:6][CH:7]=1.[NH2:25][N:26]1[CH2:31][CH2:30][O:29][CH2:28][CH2:27]1. No catalyst specified. The product is [N:26]1([NH:25][C:21]([C:18]2[CH:17]=[CH:16][C:15]([O:14][CH2:13][C:12]3[C:8]([C:5]4[CH:4]=[CH:3][C:2]([F:1])=[CH:7][N:6]=4)=[N:9][O:10][C:11]=3[CH3:24])=[CH:20][N:19]=2)=[O:23])[CH2:31][CH2:30][O:29][CH2:28][CH2:27]1. The yield is 0.600. (4) The reactants are [F:1][C:2]1[CH:7]=[CH:6][C:5]([CH:8]([OH:42])[CH2:9][N:10]2[C:15](=[O:16])[C:14]([CH2:17][C:18]3[CH:23]=[CH:22][C:21]([C:24]4[CH:29]=[CH:28][CH:27]=[CH:26][C:25]=4[C:30]4[NH:34][C:33](=[O:35])[O:32][N:31]=4)=[CH:20][CH:19]=3)=[C:13]([CH2:36][CH2:37][CH3:38])[N:12]3[N:39]=[CH:40][N:41]=[C:11]23)=[CH:4][CH:3]=1.CC(OI1(OC(C)=O)(OC(C)=O)OC(=O)C2C=CC=CC1=2)=O.C(=O)([O-])O.[Na+].S([O-])([O-])(=O)=S.[Na+].[Na+]. The catalyst is C(#N)C. The product is [F:1][C:2]1[CH:3]=[CH:4][C:5]([C:8](=[O:42])[CH2:9][N:10]2[C:15](=[O:16])[C:14]([CH2:17][C:18]3[CH:19]=[CH:20][C:21]([C:24]4[CH:29]=[CH:28][CH:27]=[CH:26][C:25]=4[C:30]4[NH:34][C:33](=[O:35])[O:32][N:31]=4)=[CH:22][CH:23]=3)=[C:13]([CH2:36][CH2:37][CH3:38])[N:12]3[N:39]=[CH:40][N:41]=[C:11]23)=[CH:6][CH:7]=1. The yield is 0.650.